This data is from Full USPTO retrosynthesis dataset with 1.9M reactions from patents (1976-2016). The task is: Predict the reactants needed to synthesize the given product. (1) The reactants are: Cl.[CH3:2][N:3]1[C:8](=[O:9])[CH:7]=[CH:6][C:5]([N:10]2[CH2:15][CH2:14][CH:13]([C:16]([OH:18])=O)[CH2:12][CH2:11]2)=[N:4]1.Cl.[N:20]1([S:26]([C:29]2[CH:37]=[C:36]3[C:32]([CH:33]=[CH:34][NH:35]3)=[CH:31][CH:30]=2)(=[O:28])=[O:27])[CH2:25][CH2:24][NH:23][CH2:22][CH2:21]1.C(N(C(C)C)CC)(C)C.F[B-](F)(F)F.N1(OC(N(C)C)=[N+](C)C)C2C=CC=CC=2N=N1. Given the product [NH:35]1[C:36]2[C:32](=[CH:31][CH:30]=[C:29]([S:26]([N:20]3[CH2:25][CH2:24][N:23]([C:16]([CH:13]4[CH2:12][CH2:11][N:10]([C:5]5[CH:6]=[CH:7][C:8](=[O:9])[N:3]([CH3:2])[N:4]=5)[CH2:15][CH2:14]4)=[O:18])[CH2:22][CH2:21]3)(=[O:27])=[O:28])[CH:37]=2)[CH:33]=[CH:34]1, predict the reactants needed to synthesize it. (2) Given the product [ClH:26].[CH3:37][N:36]([CH3:38])[C@H:33]1[CH2:32][CH2:31][C@H:30]([C:28]([NH:27][C:14]2[C:13]3[CH:39]=[C:9]([NH:8][C:6](=[O:7])[CH2:5][OH:4])[CH:10]=[CH:11][C:12]=3[O:16][C:15]=2[C:17]([NH:19][C:20]2[CH:25]=[CH:24][C:23]([Cl:26])=[CH:22][N:21]=2)=[O:18])=[O:29])[CH2:35][CH2:34]1, predict the reactants needed to synthesize it. The reactants are: C([O:4][CH2:5][C:6]([NH:8][C:9]1[CH:10]=[CH:11][C:12]2[O:16][C:15]([C:17]([NH:19][C:20]3[CH:25]=[CH:24][C:23]([Cl:26])=[CH:22][N:21]=3)=[O:18])=[C:14]([NH:27][C:28]([C@H:30]3[CH2:35][CH2:34][C@H:33]([N:36]([CH3:38])[CH3:37])[CH2:32][CH2:31]3)=[O:29])[C:13]=2[CH:39]=1)=[O:7])(=O)C.C(=O)([O-])[O-].[K+].[K+].